Dataset: Forward reaction prediction with 1.9M reactions from USPTO patents (1976-2016). Task: Predict the product of the given reaction. Given the reactants [CH:1]([C:3]1[CH:4]=[C:5]([CH2:9][C:10]([OH:12])=O)[CH:6]=[CH:7][CH:8]=1)=[O:2].C1C=CC2N(O)N=NC=2C=1.C(Cl)CCl.Cl.[NH2:28][CH2:29][C:30]1[NH:34][N:33]=[N:32][N:31]=1, predict the reaction product. The product is: [NH:31]1[C:30]([CH2:29][NH:28][C:10]([CH2:9][C:5]2[CH:4]=[C:3]([CH:8]=[CH:7][CH:6]=2)[CH:1]=[O:2])=[O:12])=[N:34][N:33]=[N:32]1.